Dataset: Peptide-MHC class I binding affinity with 185,985 pairs from IEDB/IMGT. Task: Regression. Given a peptide amino acid sequence and an MHC pseudo amino acid sequence, predict their binding affinity value. This is MHC class I binding data. The peptide sequence is RSLYNTVATLY. The MHC is HLA-B15:01 with pseudo-sequence HLA-B15:01. The binding affinity (normalized) is 0.616.